The task is: Regression. Given a peptide amino acid sequence and an MHC pseudo amino acid sequence, predict their binding affinity value. This is MHC class I binding data.. This data is from Peptide-MHC class I binding affinity with 185,985 pairs from IEDB/IMGT. (1) The peptide sequence is IRQLIRLLTW. The MHC is HLA-B27:05 with pseudo-sequence HLA-B27:05. The binding affinity (normalized) is 0.386. (2) The peptide sequence is RAWDPQPAM. The MHC is HLA-A03:01 with pseudo-sequence HLA-A03:01. The binding affinity (normalized) is 0.0847. (3) The peptide sequence is HLDELTTTL. The MHC is HLA-A30:01 with pseudo-sequence HLA-A30:01. The binding affinity (normalized) is 0.213. (4) The binding affinity (normalized) is 0.0396. The MHC is HLA-A01:01 with pseudo-sequence HLA-A01:01. The peptide sequence is YPLTFGWCY. (5) The peptide sequence is KVFPYALINK. The MHC is HLA-A24:02 with pseudo-sequence HLA-A24:02. The binding affinity (normalized) is 0.0537. (6) The peptide sequence is ITEMGRLPTF. The MHC is HLA-A30:01 with pseudo-sequence HLA-A30:01. The binding affinity (normalized) is 0.152. (7) The peptide sequence is RPSGDLRQR. The MHC is Mamu-B03 with pseudo-sequence Mamu-B03. The binding affinity (normalized) is 0.00639. (8) The peptide sequence is GGKKKYKL. The MHC is HLA-A31:01 with pseudo-sequence HLA-A31:01. The binding affinity (normalized) is 0.0454.